The task is: Predict the reactants needed to synthesize the given product.. This data is from Full USPTO retrosynthesis dataset with 1.9M reactions from patents (1976-2016). Given the product [O:6]=[C:5]1[NH:1][C@H:2]([C:7]([O:9][C:21]([CH3:24])([CH3:23])[CH3:22])=[O:8])[CH2:3][CH2:4]1, predict the reactants needed to synthesize it. The reactants are: [NH:1]1[C:5](=[O:6])[CH2:4][CH2:3][C@H:2]1[C:7]([OH:9])=[O:8].Cl(O)(=O)(=O)=O.[OH-].[Na+].C(O[C:21]([CH3:24])([CH3:23])[CH3:22])(=O)C.